Dataset: NCI-60 drug combinations with 297,098 pairs across 59 cell lines. Task: Regression. Given two drug SMILES strings and cell line genomic features, predict the synergy score measuring deviation from expected non-interaction effect. (1) Drug 1: CCCS(=O)(=O)NC1=C(C(=C(C=C1)F)C(=O)C2=CNC3=C2C=C(C=N3)C4=CC=C(C=C4)Cl)F. Drug 2: COCCOC1=C(C=C2C(=C1)C(=NC=N2)NC3=CC=CC(=C3)C#C)OCCOC.Cl. Cell line: U251. Synergy scores: CSS=5.08, Synergy_ZIP=-1.45, Synergy_Bliss=0.251, Synergy_Loewe=-0.758, Synergy_HSA=0.266. (2) Drug 1: CNC(=O)C1=CC=CC=C1SC2=CC3=C(C=C2)C(=NN3)C=CC4=CC=CC=N4. Drug 2: CCN(CC)CCCC(C)NC1=C2C=C(C=CC2=NC3=C1C=CC(=C3)Cl)OC. Cell line: SNB-19. Synergy scores: CSS=32.9, Synergy_ZIP=6.91, Synergy_Bliss=10.6, Synergy_Loewe=9.90, Synergy_HSA=10.1. (3) Drug 1: CC1CCC2CC(C(=CC=CC=CC(CC(C(=O)C(C(C(=CC(C(=O)CC(OC(=O)C3CCCCN3C(=O)C(=O)C1(O2)O)C(C)CC4CCC(C(C4)OC)O)C)C)O)OC)C)C)C)OC. Drug 2: CCN(CC)CCNC(=O)C1=C(NC(=C1C)C=C2C3=C(C=CC(=C3)F)NC2=O)C. Cell line: SK-OV-3. Synergy scores: CSS=12.2, Synergy_ZIP=-4.58, Synergy_Bliss=-1.73, Synergy_Loewe=-6.24, Synergy_HSA=-2.07. (4) Drug 1: CC1=C2C(C(=O)C3(C(CC4C(C3C(C(C2(C)C)(CC1OC(=O)C(C(C5=CC=CC=C5)NC(=O)OC(C)(C)C)O)O)OC(=O)C6=CC=CC=C6)(CO4)OC(=O)C)O)C)O. Drug 2: C1=CC=C(C=C1)NC(=O)CCCCCCC(=O)NO. Cell line: NCI-H322M. Synergy scores: CSS=1.47, Synergy_ZIP=0.274, Synergy_Bliss=2.38, Synergy_Loewe=-0.651, Synergy_HSA=-1.01. (5) Cell line: MALME-3M. Synergy scores: CSS=0.204, Synergy_ZIP=-0.197, Synergy_Bliss=-0.850, Synergy_Loewe=-5.85, Synergy_HSA=-2.94. Drug 1: C1C(C(OC1N2C=C(C(=O)NC2=O)F)CO)O. Drug 2: CC12CCC3C(C1CCC2O)C(CC4=C3C=CC(=C4)O)CCCCCCCCCS(=O)CCCC(C(F)(F)F)(F)F. (6) Cell line: MOLT-4. Drug 1: CNC(=O)C1=CC=CC=C1SC2=CC3=C(C=C2)C(=NN3)C=CC4=CC=CC=N4. Drug 2: CC(C1=C(C=CC(=C1Cl)F)Cl)OC2=C(N=CC(=C2)C3=CN(N=C3)C4CCNCC4)N. Synergy scores: CSS=32.1, Synergy_ZIP=-4.78, Synergy_Bliss=-5.88, Synergy_Loewe=-21.0, Synergy_HSA=-6.57. (7) Drug 1: C1CCC(C1)C(CC#N)N2C=C(C=N2)C3=C4C=CNC4=NC=N3. Drug 2: C1C(C(OC1N2C=NC3=C(N=C(N=C32)Cl)N)CO)O. Cell line: HOP-92. Synergy scores: CSS=24.8, Synergy_ZIP=-6.30, Synergy_Bliss=-3.02, Synergy_Loewe=-27.0, Synergy_HSA=-1.69. (8) Drug 1: CC1=CC=C(C=C1)C2=CC(=NN2C3=CC=C(C=C3)S(=O)(=O)N)C(F)(F)F. Drug 2: CC1=C(C=C(C=C1)C(=O)NC2=CC(=CC(=C2)C(F)(F)F)N3C=C(N=C3)C)NC4=NC=CC(=N4)C5=CN=CC=C5. Cell line: MOLT-4. Synergy scores: CSS=52.4, Synergy_ZIP=-1.23, Synergy_Bliss=-2.08, Synergy_Loewe=-15.8, Synergy_HSA=-3.02.